Dataset: Catalyst prediction with 721,799 reactions and 888 catalyst types from USPTO. Task: Predict which catalyst facilitates the given reaction. (1) Reactant: Br[C:2]1[CH:3]=[CH:4][C:5]2[N:9]=[C:8]([C@@H:10]3[C@@H:15]4[CH2:16][C@@H:12]([CH2:13][CH2:14]4)[N:11]3[C:17]([O:19][C:20]([CH3:23])([CH3:22])[CH3:21])=[O:18])[NH:7][C:6]=2[CH:24]=1.[B:25]1([B:25]2[O:29][C:28]([CH3:31])([CH3:30])[C:27]([CH3:33])([CH3:32])[O:26]2)[O:29][C:28]([CH3:31])([CH3:30])[C:27]([CH3:33])([CH3:32])[O:26]1.C([O-])(=O)C.[K+]. Product: [CH3:32][C:27]1([CH3:33])[C:28]([CH3:31])([CH3:30])[O:29][B:25]([C:2]2[CH:3]=[CH:4][C:5]3[N:9]=[C:8]([C@@H:10]4[C@@H:15]5[CH2:16][C@@H:12]([CH2:13][CH2:14]5)[N:11]4[C:17]([O:19][C:20]([CH3:23])([CH3:22])[CH3:21])=[O:18])[NH:7][C:6]=3[CH:24]=2)[O:26]1. The catalyst class is: 73. (2) Reactant: C([N:8]1[CH2:13][CH2:12][C:11]2([CH2:22][C:21](=[O:23])[C:20]3[C:15](=[CH:16][CH:17]=[C:18]([Cl:26])[C:19]=3[O:24][CH3:25])[O:14]2)[CH2:10][CH2:9]1)(OC(C)(C)C)=O.Cl. Product: [Cl:26][C:18]1[C:19]([O:24][CH3:25])=[C:20]2[C:15](=[CH:16][CH:17]=1)[O:14][C:11]1([CH2:12][CH2:13][NH:8][CH2:9][CH2:10]1)[CH2:22][C:21]2=[O:23]. The catalyst class is: 71. (3) Reactant: [CH3:1][O:2][C:3]1[CH:4]=[C:5]([CH:8]=[CH:9][C:10]=1[O:11][CH3:12])[CH:6]=[O:7].OS([O-])=O.[Na+].[C-:18]#[N:19].[K+]. Product: [CH3:1][O:2][C:3]1[CH:4]=[C:5]([CH:6]([OH:7])[C:18]#[N:19])[CH:8]=[CH:9][C:10]=1[O:11][CH3:12]. The catalyst class is: 84. (4) Reactant: [CH3:1][C:2]1[CH:7]=[CH:6][C:5]([S:8]([NH:11][C:12](=[O:37])[O:13][CH2:14][CH2:15][C:16]2[CH:21]=[CH:20][C:19]([N:22]3[C:30]4[CH:29]=[C:28]([CH3:31])[N:27]=[C:26]([CH3:32])[C:25]=4[N:24]=[C:23]3[CH2:33][CH2:34][CH2:35][CH3:36])=[CH:18][CH:17]=2)(=[O:10])=[O:9])=[CH:4][CH:3]=1.[CH3:38][C:39]1[CH:40]=[CH:41][C:42]([S:45]([OH:48])(=[O:47])=[O:46])=[CH:43][CH:44]=1. Product: [C:39]1([CH3:38])[CH:40]=[CH:41][C:42]([S:45]([OH:48])(=[O:46])=[O:47])=[CH:43][CH:44]=1.[CH3:1][C:2]1[CH:3]=[CH:4][C:5]([S:8]([NH:11][C:12](=[O:37])[O:13][CH2:14][CH2:15][C:16]2[CH:17]=[CH:18][C:19]([N:22]3[C:30]4[CH:29]=[C:28]([CH3:31])[N:27]=[C:26]([CH3:32])[C:25]=4[N:24]=[C:23]3[CH2:33][CH2:34][CH2:35][CH3:36])=[CH:20][CH:21]=2)(=[O:9])=[O:10])=[CH:6][CH:7]=1. The catalyst class is: 5. (5) Reactant: [C:1]([O:4][CH2:5][CH:6]([C:9]1[CH:14]=[CH:13][C:12]([Br:15])=[CH:11][CH:10]=1)[CH2:7][OH:8])(=[O:3])[CH3:2].C(N(CC)CC)C.[C:23]1([CH3:33])[CH:28]=[CH:27][C:26]([S:29](Cl)(=[O:31])=[O:30])=[CH:25][CH:24]=1. Product: [CH3:33][C:23]1[CH:28]=[CH:27][C:26]([S:29]([O:8][CH2:7][CH:6]([C:9]2[CH:14]=[CH:13][C:12]([Br:15])=[CH:11][CH:10]=2)[CH2:5][O:4][C:1](=[O:3])[CH3:2])(=[O:31])=[O:30])=[CH:25][CH:24]=1. The catalyst class is: 112. (6) Reactant: [NH2:1][CH2:2][C:3]1[C:8]([CH2:9][CH3:10])=[N:7][C:6]2[N:11]([CH2:14][CH3:15])[N:12]=[CH:13][C:5]=2[C:4]=1[NH:16][CH:17]1[CH2:22][CH2:21][O:20][CH2:19][CH2:18]1.Cl[S:24]([C:27]1[CH:28]=[C:29]([CH:33]=[CH:34][CH:35]=1)[C:30]([OH:32])=O)(=[O:26])=[O:25].C(N(C(C)C)CC)(C)C.C1CN([P+](ON2N=NC3C=CC=CC2=3)(N2CCCC2)N2CCCC2)CC1.F[P-](F)(F)(F)(F)F.[NH2:78][CH2:79][C:80]1[CH:81]=[CH:82][C:83]([F:107])=[C:84]([C:86]2[CH:91]=[CH:90][CH:89]=[C:88]([CH2:92][N:93]3[CH2:98][CH2:97][N:96](C(OC(C)(C)C)=O)[C@@H:95]([CH3:106])[CH2:94]3)[CH:87]=2)[CH:85]=1. Product: [CH2:14]([N:11]1[C:6]2=[N:7][C:8]([CH2:9][CH3:10])=[C:3]([CH2:2][NH:1][S:24]([C:27]3[CH:28]=[C:29]([CH:33]=[CH:34][CH:35]=3)[C:30]([NH:78][CH2:79][C:80]3[CH:85]=[C:84]([C:86]4[CH:91]=[CH:90][CH:89]=[C:88]([CH2:92][N:93]5[CH2:98][CH2:97][NH:96][C@@H:95]([CH3:106])[CH2:94]5)[CH:87]=4)[C:83]([F:107])=[CH:82][CH:81]=3)=[O:32])(=[O:25])=[O:26])[C:4]([NH:16][CH:17]3[CH2:18][CH2:19][O:20][CH2:21][CH2:22]3)=[C:5]2[CH:13]=[N:12]1)[CH3:15]. The catalyst class is: 46. (7) Reactant: Cl.[CH2:2]1[CH:6]2[CH2:7][CH2:8][CH2:9][CH:5]2[CH2:4][NH:3]1.C([O-])([O-])=O.[K+].[K+].[Cl:16][CH2:17][CH2:18][CH2:19]Br. Product: [Cl:16][CH2:17][CH2:18][CH2:19][N:3]1[CH2:4][CH:5]2[CH2:9][CH2:8][CH2:7][CH:6]2[CH2:2]1. The catalyst class is: 21. (8) Reactant: [F:1][C:2]1[CH:3]=[CH:4][C:5]([N:8]2[CH:12]=[C:11]([CH2:13][CH2:14][CH2:15][OH:16])[C:10]([CH:17]([CH3:19])[CH3:18])=[N:9]2)=[N:6][CH:7]=1.O[C:21]1[C:26]([O:27][CH3:28])=[CH:25][CH:24]=[CH:23][C:22]=1[CH2:29][C:30]([O:32]C)=[O:31].C(P(CCCC)CCCC)CCC.N(C(N1CCCCC1)=O)=NC(N1CCCCC1)=O. Product: [F:1][C:2]1[CH:3]=[CH:4][C:5]([N:8]2[CH:12]=[C:11]([CH2:13][CH2:14][CH2:15][O:16][C:21]3[C:26]([O:27][CH3:28])=[CH:25][CH:24]=[CH:23][C:22]=3[CH2:29][C:30]([OH:32])=[O:31])[C:10]([CH:17]([CH3:19])[CH3:18])=[N:9]2)=[N:6][CH:7]=1. The catalyst class is: 7.